Dataset: Full USPTO retrosynthesis dataset with 1.9M reactions from patents (1976-2016). Task: Predict the reactants needed to synthesize the given product. (1) Given the product [CH3:1][C:2]1([CH3:21])[C:8]2[CH:9]=[C:10]([C:13]3[N:17]([CH3:23])[C:16]([C:18]#[N:19])=[CH:15][CH:14]=3)[CH:11]=[CH:12][C:7]=2[NH:6][C:5](=[O:20])[CH2:4][O:3]1, predict the reactants needed to synthesize it. The reactants are: [CH3:1][C:2]1([CH3:21])[C:8]2[CH:9]=[C:10]([C:13]3[NH:17][C:16]([C:18]#[N:19])=[CH:15][CH:14]=3)[CH:11]=[CH:12][C:7]=2[NH:6][C:5](=[O:20])[CH2:4][O:3]1.I[CH3:23]. (2) Given the product [Cl:1][C:2]1[CH:10]=[C:9]2[C:5]([C:6]([C:12]3[N:13]=[C:14]4[C:20]([C:21]([NH:24][C:25]([CH3:30])([CH:26]([OH:28])[CH3:27])[CH3:29])=[O:22])=[CH:19][NH:18][C:15]4=[N:16][CH:17]=3)=[N:7][N:8]2[CH3:11])=[CH:4][CH:3]=1, predict the reactants needed to synthesize it. The reactants are: [Cl:1][C:2]1[CH:10]=[C:9]2[C:5]([C:6]([C:12]3[N:13]=[C:14]4[C:20]([C:21](O)=[O:22])=[CH:19][NH:18][C:15]4=[N:16][CH:17]=3)=[N:7][N:8]2[CH3:11])=[CH:4][CH:3]=1.[NH2:24][C:25]([CH3:30])([CH3:29])[CH:26]([OH:28])[CH3:27].CCN=C=NCCCN(C)C.C1C=CC2N(O)N=NC=2C=1.CCN(C(C)C)C(C)C. (3) The reactants are: [O:1]1[C:5]2([CH2:15][CH2:14][C:8]3([CH2:12][CH2:11][NH:10][C:9]3=[O:13])[CH2:7][CH2:6]2)[O:4][CH2:3][CH2:2]1.Br[C:17]1[CH:22]=[CH:21][C:20]([C:23]([F:26])([F:25])[F:24])=[CH:19][CH:18]=1. Given the product [F:24][C:23]([F:26])([F:25])[C:20]1[CH:21]=[CH:22][C:17]([N:10]2[CH2:11][CH2:12][C:8]3([CH2:14][CH2:15][C:5]4([O:4][CH2:3][CH2:2][O:1]4)[CH2:6][CH2:7]3)[C:9]2=[O:13])=[CH:18][CH:19]=1, predict the reactants needed to synthesize it. (4) Given the product [CH3:18][C:19]([CH3:25])([CH2:22][CH2:23][CH3:24])[CH2:20][O:21][C:2]1[N:10]=[C:9]2[C:5]([N:6]=[CH:7][N:8]2[CH:11]2[CH2:16][CH2:15][CH2:14][CH2:13][O:12]2)=[C:4]([NH2:17])[N:3]=1, predict the reactants needed to synthesize it. The reactants are: Cl[C:2]1[N:10]=[C:9]2[C:5]([N:6]=[CH:7][N:8]2[CH:11]2[CH2:16][CH2:15][CH2:14][CH2:13][O:12]2)=[C:4]([NH2:17])[N:3]=1.[CH3:18][C:19]([CH3:25])([CH2:22][CH2:23][CH3:24])[CH2:20][OH:21].[H-].[Na+]. (5) Given the product [NH2:1][CH:2]1[CH2:3][CH2:4][CH:5]([NH:8][C:9]2[N:17]=[C:16]3[C:12]([N:13]=[CH:14][N:15]3[CH:18]3[CH2:19][CH2:20][CH2:21][CH2:22]3)=[C:11]([NH:23][CH2:24][C:25]3[CH:26]=[CH:27][C:28]([C:31]4[CH:36]=[CH:35][CH:34]=[CH:33][C:32]=4[OH:37])=[CH:29][CH:30]=3)[N:10]=2)[CH2:6][CH2:7]1, predict the reactants needed to synthesize it. The reactants are: [NH2:1][CH:2]1[CH2:7][CH2:6][CH:5]([NH:8][C:9]2[N:17]=[C:16]3[C:12]([N:13]=[CH:14][N:15]3[CH:18]3[CH2:22][CH2:21][CH2:20][CH2:19]3)=[C:11]([NH:23][CH2:24][C:25]3[CH:30]=[CH:29][C:28]([C:31]4[CH:36]=[CH:35][CH:34]=[CH:33][C:32]=4[O:37]C)=[CH:27][CH:26]=3)[N:10]=2)[CH2:4][CH2:3]1.CO. (6) Given the product [OH:2][C:3]1[C:4]([CH:13]=[O:14])=[CH:5][C:6]2[O:11][CH2:10][CH2:9][O:8][C:7]=2[CH:12]=1, predict the reactants needed to synthesize it. The reactants are: C[O:2][C:3]1[C:4]([CH:13]=[O:14])=[CH:5][C:6]2[O:11][CH2:10][CH2:9][O:8][C:7]=2[CH:12]=1.B(Br)(Br)Br.C(=O)([O-])[O-].[K+].[K+]. (7) Given the product [F:1][C:2]1[CH:9]=[CH:8][CH:7]=[C:6]([F:10])[C:3]=1[CH2:4][N:13]=[N+:14]=[N-:15], predict the reactants needed to synthesize it. The reactants are: [F:1][C:2]1[CH:9]=[CH:8][CH:7]=[C:6]([F:10])[C:3]=1[CH2:4]Br.[I-].[Na+].[N-:13]=[N+:14]=[N-:15].[Na+]. (8) Given the product [Br:1][C:2]1[CH:11]=[CH:10][CH:9]=[C:8]2[C:3]=1[N:4]=[C:5]([Cl:13])[C:6]([NH2:14])=[N:7]2, predict the reactants needed to synthesize it. The reactants are: [Br:1][C:2]1[CH:11]=[CH:10][CH:9]=[C:8]2[C:3]=1[N:4]=[C:5]([Cl:13])[C:6](Cl)=[N:7]2.[NH4+:14].[OH-]. (9) The reactants are: [SnH3][C:2]1[NH:3][C:4]2[C:9]([CH:10]=1)=[CH:8][CH:7]=[CH:6][CH:5]=2.[C:11]1(P(C2C=CC=CC=2)C2C=CC=CC=2)[CH:16]=CC=C[CH:12]=1.[Li+].[Cl-].BrC(C)=C. Given the product [CH2:16]([C:2]1[NH:3][C:4]2[C:9]([CH:10]=1)=[CH:8][CH:7]=[CH:6][CH:5]=2)[CH:11]=[CH2:12], predict the reactants needed to synthesize it. (10) The reactants are: [C:1]([O:6]CC)(=O)[CH:2]=[N:3][OH:4].[CH:9]12[CH2:19][CH:14]3[CH2:15][CH:16]([CH2:18][CH:11]([N:12]([CH2:20][CH2:21][CH2:22][NH2:23])[CH2:13]3)[CH2:10]1)[CH2:17]2. Given the product [CH:9]12[CH2:19][CH:14]3[CH2:15][CH:16]([CH2:18][CH:11]([N:12]([CH2:20][CH2:21][CH2:22][NH:23][C:1](=[O:6])[CH:2]=[N:3][OH:4])[CH2:13]3)[CH2:10]1)[CH2:17]2, predict the reactants needed to synthesize it.